This data is from Full USPTO retrosynthesis dataset with 1.9M reactions from patents (1976-2016). The task is: Predict the reactants needed to synthesize the given product. (1) Given the product [Cl:22][C:10]1[N:9]([C:6]2[CH:7]=[CH:8][C:3]([F:2])=[CH:4][CH:5]=2)[C:14](=[O:15])[C:13]2[N:16]=[CH:17][S:18][C:12]=2[N:11]=1, predict the reactants needed to synthesize it. The reactants are: Cl.[F:2][C:3]1[CH:8]=[CH:7][C:6]([N:9]2[C:14](=[O:15])[C:13]3[N:16]=[CH:17][S:18][C:12]=3[N:11]=[C:10]2S)=[CH:5][CH:4]=1.O=P(Cl)(Cl)[Cl:22]. (2) Given the product [S:19]([C:16]1[CH:15]=[CH:14][C:13]([NH:12][C:8]2[N:7]=[CH:6][C:5]3[C:10](=[CH:11][C:2]([NH:1][C:23](=[O:25])[CH3:24])=[CH:3][CH:4]=3)[N:9]=2)=[CH:18][CH:17]=1)(=[O:21])(=[O:20])[NH2:22], predict the reactants needed to synthesize it. The reactants are: [NH2:1][C:2]1[CH:11]=[C:10]2[C:5]([CH:6]=[N:7][C:8]([NH:12][C:13]3[CH:18]=[CH:17][C:16]([S:19]([NH2:22])(=[O:21])=[O:20])=[CH:15][CH:14]=3)=[N:9]2)=[CH:4][CH:3]=1.[C:23](O)(=[O:25])[CH3:24].CN(C(ON1N=NC2C=CC=CC1=2)=[N+](C)C)C.F[P-](F)(F)(F)(F)F.CCN(C(C)C)C(C)C. (3) The reactants are: [Br:1][C:2]1[CH:3]=[C:4]([C:8]2[S:12][C:11]3[CH2:13][C:14]([CH3:21])([CH3:20])[CH2:15][C:16]([CH:18]=[CH2:19])(O)[C:10]=3[CH:9]=2)[CH:5]=[CH:6][CH:7]=1.[NH2:22][C:23]([NH2:25])=[S:24]. Given the product [C:23]([S:24][CH2:19]/[CH:18]=[C:16]1\[CH2:15][C:14]([CH3:21])([CH3:20])[CH2:13][C:11]2[S:12][C:8]([C:4]3[CH:5]=[CH:6][CH:7]=[C:2]([Br:1])[CH:3]=3)=[CH:9][C:10]\1=2)(=[NH:22])[NH2:25], predict the reactants needed to synthesize it. (4) Given the product [ClH:25].[F:23][C:2]([F:1])([F:24])[C:3]([NH:5][CH2:6][CH2:7][CH2:8][CH2:9][N:10]1[CH2:20][C:19]2[N:21]3[C:12](=[CH:13][N:14]=[C:15]3[CH:16]=[CH:17][CH:18]=2)[C:11]1=[O:22])=[O:4], predict the reactants needed to synthesize it. The reactants are: [F:1][C:2]([F:24])([F:23])[C:3]([NH:5][CH2:6][CH2:7][CH2:8][CH2:9][N:10]1[CH2:20][C:19]2[N:21]3[C:12](=[CH:13][N:14]=[C:15]3[CH:16]=[CH:17][CH:18]=2)[C:11]1=[O:22])=[O:4].[ClH:25]. (5) Given the product [C:1]1([CH2:7][CH2:8][C:9]2[C:17]3[CH:16]=[CH:15][S:14][C:13]=3[CH:12]=[CH:11][CH:10]=2)[CH:2]=[CH:3][CH:4]=[CH:5][CH:6]=1, predict the reactants needed to synthesize it. The reactants are: [C:1]1(/[CH:7]=[CH:8]/[C:9]2[C:17]3[CH:16]=[CH:15][S:14][C:13]=3[CH:12]=[CH:11][CH:10]=2)[CH:6]=[CH:5][CH:4]=[CH:3][CH:2]=1.C(N(CC)CC)C.Cl.O. (6) Given the product [OH:5][NH:6][C:7]([C:9]1[CH:14]=[C:13]([N:15]2[CH2:16][CH2:17][O:18][CH2:19][CH2:20]2)[CH:12]=[CH:11][N:10]=1)=[O:8], predict the reactants needed to synthesize it. The reactants are: C([O:5][NH:6][C:7]([C:9]1[CH:14]=[C:13]([N:15]2[CH2:20][CH2:19][O:18][CH2:17][CH2:16]2)[CH:12]=[CH:11][N:10]=1)=[O:8])(C)(C)C.FC(F)(F)C(O)=O. (7) Given the product [CH2:18]([O:20][C:21]([C:22]1[CH:27]=[CH:26][C:25]([S:28][C:4]2[CH:3]=[C:2]([Cl:1])[CH:10]=[CH:9][C:5]=2[C:6]([OH:8])=[O:7])=[C:24]([N+:29]([O-:31])=[O:30])[CH:23]=1)=[O:32])[CH3:19], predict the reactants needed to synthesize it. The reactants are: [Cl:1][C:2]1[CH:10]=[CH:9][C:5]([C:6]([OH:8])=[O:7])=[C:4](I)[CH:3]=1.C(=O)([O-])[O-].[K+].[K+].[CH2:18]([O:20][C:21](=[O:32])[C:22]1[CH:27]=[CH:26][C:25]([SH:28])=[C:24]([N+:29]([O-:31])=[O:30])[CH:23]=1)[CH3:19].C(O)CO.Cl. (8) Given the product [C:14]([O:13][C:11](=[O:12])[NH:6][CH2:5][C:4]1[CH:7]=[CH:8][CH:9]=[C:2]([Cl:1])[C:3]=1[CH3:10])([CH3:17])([CH3:16])[CH3:15], predict the reactants needed to synthesize it. The reactants are: [Cl:1][C:2]1[C:3]([CH3:10])=[C:4]([CH:7]=[CH:8][CH:9]=1)[CH2:5][NH2:6].[C:11](O[C:11]([O:13][C:14]([CH3:17])([CH3:16])[CH3:15])=[O:12])([O:13][C:14]([CH3:17])([CH3:16])[CH3:15])=[O:12].C(N(CC)CC)C.O.